Task: Regression. Given two drug SMILES strings and cell line genomic features, predict the synergy score measuring deviation from expected non-interaction effect.. Dataset: NCI-60 drug combinations with 297,098 pairs across 59 cell lines (1) Drug 1: C1=CC(=CC=C1CCCC(=O)O)N(CCCl)CCCl. Drug 2: CC1=CC=C(C=C1)C2=CC(=NN2C3=CC=C(C=C3)S(=O)(=O)N)C(F)(F)F. Cell line: HCT116. Synergy scores: CSS=51.3, Synergy_ZIP=1.60, Synergy_Bliss=5.54, Synergy_Loewe=7.15, Synergy_HSA=7.44. (2) Drug 1: C1=CC(=CC=C1CCC2=CNC3=C2C(=O)NC(=N3)N)C(=O)NC(CCC(=O)O)C(=O)O. Drug 2: CC1=C2C(C(=O)C3(C(CC4C(C3C(C(C2(C)C)(CC1OC(=O)C(C(C5=CC=CC=C5)NC(=O)C6=CC=CC=C6)O)O)OC(=O)C7=CC=CC=C7)(CO4)OC(=O)C)O)C)OC(=O)C. Cell line: OVCAR-4. Synergy scores: CSS=37.4, Synergy_ZIP=-9.59, Synergy_Bliss=-9.29, Synergy_Loewe=-9.74, Synergy_HSA=-3.58.